This data is from Forward reaction prediction with 1.9M reactions from USPTO patents (1976-2016). The task is: Predict the product of the given reaction. (1) Given the reactants [O-:1][N+:2]1[CH:7]=[CH:6][CH:5]=[C:4]2[N:8]([CH:12]3[CH2:17][CH2:16][N:15](C(OC(C)(C)C)=O)[CH2:14][CH2:13]3)[C:9](=[O:11])[NH:10][C:3]=12.[F:25][C:26]([F:31])([F:30])[C:27]([OH:29])=[O:28], predict the reaction product. The product is: [NH:15]1[CH2:14][CH2:13][CH:12]([N:8]2[C:4]3[C:3](=[N+:2]([O-:1])[CH:7]=[CH:6][CH:5]=3)[NH:10][C:9]2=[O:11])[CH2:17][CH2:16]1.[C:27]([OH:29])([C:26]([F:31])([F:30])[F:25])=[O:28]. (2) Given the reactants [CH2:1]([NH:8][C:9]([C:11]1[S:15][C:14]([NH:16][C:17]([C:19]2[CH:24]=[CH:23][NH:22][C:21](=[O:25])[CH:20]=2)=[O:18])=[N:13][C:12]=1[CH3:26])=[O:10])[C:2]1[CH:7]=[CH:6][CH:5]=[CH:4][CH:3]=1.C(=O)([O-])[O-].[K+].[K+].O[C:34]1[CH:35]=[CH:36][CH:37]=[C:38]2[C:43]=1N=CC=C2.IC1C=CC=CC=1, predict the reaction product. The product is: [CH2:1]([NH:8][C:9]([C:11]1[S:15][C:14]([NH:16][C:17]([C:19]2[CH:24]=[CH:23][N:22]([C:34]3[CH:35]=[CH:36][CH:37]=[CH:38][CH:43]=3)[C:21](=[O:25])[CH:20]=2)=[O:18])=[N:13][C:12]=1[CH3:26])=[O:10])[C:2]1[CH:7]=[CH:6][CH:5]=[CH:4][CH:3]=1.